Dataset: NCI-60 drug combinations with 297,098 pairs across 59 cell lines. Task: Regression. Given two drug SMILES strings and cell line genomic features, predict the synergy score measuring deviation from expected non-interaction effect. Drug 1: CC1=C2C(C(=O)C3(C(CC4C(C3C(C(C2(C)C)(CC1OC(=O)C(C(C5=CC=CC=C5)NC(=O)C6=CC=CC=C6)O)O)OC(=O)C7=CC=CC=C7)(CO4)OC(=O)C)O)C)OC(=O)C. Drug 2: CCN(CC)CCNC(=O)C1=C(NC(=C1C)C=C2C3=C(C=CC(=C3)F)NC2=O)C. Cell line: HCC-2998. Synergy scores: CSS=16.9, Synergy_ZIP=3.98, Synergy_Bliss=2.14, Synergy_Loewe=-27.1, Synergy_HSA=0.994.